Dataset: Reaction yield outcomes from USPTO patents with 853,638 reactions. Task: Predict the reaction yield, written as a fraction of the theoretical maximum amount of product (1.0 means a 100% yield; for example, 0.34 means a 34% yield). (1) The reactants are [CH2:1]([N:3]1[C:7]([C:8]2[CH:13]=[CH:12][C:11]([O:14]C)=[CH:10][CH:9]=2)=[N:6][C:5]([NH:16][C:17](=[O:30])[C:18]([CH3:29])([S:20]([CH:23]2[CH2:28][CH2:27][O:26][CH2:25][CH2:24]2)(=[O:22])=[O:21])[CH3:19])=[N:4]1)[CH3:2].[Br-].[Br-].[Br-].[Al+3]. The catalyst is C(S)C. The product is [CH2:1]([N:3]1[C:7]([C:8]2[CH:13]=[CH:12][C:11]([OH:14])=[CH:10][CH:9]=2)=[N:6][C:5]([NH:16][C:17](=[O:30])[C:18]([CH3:29])([S:20]([CH:23]2[CH2:24][CH2:25][O:26][CH2:27][CH2:28]2)(=[O:22])=[O:21])[CH3:19])=[N:4]1)[CH3:2]. The yield is 0.260. (2) The reactants are [CH3:1][O:2][CH2:3][C:4]([OH:6])=O.CCN=C=NCCCN(C)C.C1C=CC2N(O)N=NC=2C=1.[NH2:28][C:29]1[CH:30]=[C:31]([C:35]2[CH:40]=[CH:39][N:38]=[C:37]([NH:41][CH2:42][CH2:43][C:44]3[CH:49]=[CH:48][C:47]([O:50][CH3:51])=[C:46]([O:52][CH3:53])[CH:45]=3)[N:36]=2)[CH:32]=[CH:33][CH:34]=1. The catalyst is C(OCC)(=O)C.CN(C=O)C. The product is [CH3:53][O:52][C:46]1[CH:45]=[C:44]([CH2:43][CH2:42][NH:41][C:37]2[N:36]=[C:35]([C:31]3[CH:30]=[C:29]([NH:28][C:4](=[O:6])[CH2:3][O:2][CH3:1])[CH:34]=[CH:33][CH:32]=3)[CH:40]=[CH:39][N:38]=2)[CH:49]=[CH:48][C:47]=1[O:50][CH3:51]. The yield is 0.770. (3) The reactants are [CH3:1][C:2]1[CH:39]=[C:38]([CH3:40])[CH:37]=[CH:36][C:3]=1[O:4][CH2:5][C@H:6]([OH:35])[CH2:7][NH:8][C:9]1[CH:14]=[CH:13][NH:12][C:11](=[O:15])[C:10]=1[C:16]1[NH:27][C:26]2[C:18](=[CH:19][C:20]3[CH2:21][N:22]([CH:29]4[CH2:34][CH2:33][NH:32][CH2:31][CH2:30]4)[C:23](=[O:28])[C:24]=3[CH:25]=2)[N:17]=1.[CH3:41][C:42]([CH3:44])=O.[BH4-].[Na+]. The catalyst is CO. The product is [CH3:1][C:2]1[CH:39]=[C:38]([CH3:40])[CH:37]=[CH:36][C:3]=1[O:4][CH2:5][CH:6]([OH:35])[CH2:7][NH:8][C:9]1[CH:14]=[CH:13][NH:12][C:11](=[O:15])[C:10]=1[C:16]1[NH:27][C:26]2[C:18](=[CH:19][C:20]3[CH2:21][N:22]([CH:29]4[CH2:30][CH2:31][N:32]([CH:42]([CH3:44])[CH3:41])[CH2:33][CH2:34]4)[C:23](=[O:28])[C:24]=3[CH:25]=2)[N:17]=1. The yield is 0.0700. (4) The reactants are OC[C:3]1([OH:23])[C:8]2=[N:9][C:10]([C:13]3[CH:18]=[CH:17][CH:16]=[C:15]([C:19]([F:22])([F:21])[F:20])[CH:14]=3)=[CH:11][CH:12]=[C:7]2[O:6][CH2:5][CH2:4]1.I([O-])(=O)(=O)=O.[Na+].C([O-])(O)=O.[Na+]. The catalyst is O.C1COCC1. The product is [F:22][C:19]([F:20])([F:21])[C:15]1[CH:14]=[C:13]([C:10]2[N:9]=[C:8]3[C:3](=[O:23])[CH2:4][CH2:5][O:6][C:7]3=[CH:12][CH:11]=2)[CH:18]=[CH:17][CH:16]=1. The yield is 0.910.